Task: Predict which catalyst facilitates the given reaction.. Dataset: Catalyst prediction with 721,799 reactions and 888 catalyst types from USPTO (1) Reactant: FC(F)(F)S(OC)(=O)=O.[CH2:10]([C:14]1[S:23][C:22]2[NH:21][C:20]3[CH:24]=[CH:25][CH:26]=[CH:27][C:19]=3[NH:18][C:17](=S)[C:16]=2[N:15]=1)[CH2:11][CH2:12][CH3:13].[CH2:29]([C@H:37]1[CH2:42][NH:41][CH2:40][CH2:39][NH:38]1)[CH2:30][C:31]1[CH:36]=[CH:35][CH:34]=[CH:33][CH:32]=1.N1C=CC=CC=1. Product: [CH2:10]([C:14]1[S:23][C:22]2[NH:21][C:20]3[CH:24]=[CH:25][CH:26]=[CH:27][C:19]=3[N:18]=[C:17]([N:41]3[CH2:40][CH2:39][NH:38][C@@H:37]([CH2:29][CH2:30][C:31]4[CH:36]=[CH:35][CH:34]=[CH:33][CH:32]=4)[CH2:42]3)[C:16]=2[N:15]=1)[CH2:11][CH2:12][CH3:13]. The catalyst class is: 4. (2) Reactant: [N+:1]([C:4]1[CH:9]=[CH:8][C:7]([S:10][CH:11]2[CH2:16][CH2:15][N:14]([C:17]([O:19][C:20]([CH3:23])([CH3:22])[CH3:21])=[O:18])[CH2:13][CH2:12]2)=[CH:6][CH:5]=1)([O-])=O. Product: [NH2:1][C:4]1[CH:9]=[CH:8][C:7]([S:10][CH:11]2[CH2:12][CH2:13][N:14]([C:17]([O:19][C:20]([CH3:23])([CH3:22])[CH3:21])=[O:18])[CH2:15][CH2:16]2)=[CH:6][CH:5]=1. The catalyst class is: 29. (3) Reactant: [OH-].[K+].[Br:3][C:4]1[CH:5]=[CH:6][C:7]2[NH:8][C:9]3[C:14]([C:15]=2[CH:16]=1)=[CH:13][C:12]([Br:17])=[CH:11][CH:10]=3.Br[CH2:19][CH2:20][CH:21]1[O:23][CH2:22]1. Product: [Br:17][C:12]1[CH:11]=[CH:10][C:9]2[N:8]([CH2:19][CH2:20][CH:21]3[CH2:22][O:23]3)[C:7]3[C:15]([C:14]=2[CH:13]=1)=[CH:16][C:4]([Br:3])=[CH:5][CH:6]=3. The catalyst class is: 31. (4) Reactant: [Si]([O:8][CH2:9][C:10]1[N:15]=[CH:14][C:13]2[N:16]=[CH:17][N:18]([C:19]3[S:23][C:22]([C:24]([NH2:26])=[O:25])=[C:21]([O:27][CH:28]([C:30]4[CH:35]=[CH:34][C:33]([F:36])=[CH:32][C:31]=4[C:37]([F:40])([F:39])[F:38])[CH3:29])[CH:20]=3)[C:12]=2[CH:11]=1)(C(C)(C)C)(C)C.[F-].C([N+](CCCC)(CCCC)CCCC)CCC. Product: [F:36][C:33]1[CH:34]=[CH:35][C:30]([CH:28]([O:27][C:21]2[CH:20]=[C:19]([N:18]3[C:12]4[CH:11]=[C:10]([CH2:9][OH:8])[N:15]=[CH:14][C:13]=4[N:16]=[CH:17]3)[S:23][C:22]=2[C:24]([NH2:26])=[O:25])[CH3:29])=[C:31]([C:37]([F:40])([F:38])[F:39])[CH:32]=1. The catalyst class is: 1. (5) Reactant: [CH:1]([S:4]([N:7]1[C:11]2[CH:12]=[C:13]([C:16]3[N:17]=[C:18]([CH:35]=[O:36])[N:19](COCC[Si](C)(C)C)[C:20]=3[C:21]3[CH:26]=[CH:25][CH:24]=[CH:23][CH:22]=3)[CH:14]=[CH:15][C:10]=2[N:9]=[C:8]1[NH2:37])(=[O:6])=[O:5])([CH3:3])[CH3:2]. Product: [CH:1]([S:4]([N:7]1[C:11]2[CH:12]=[C:13]([C:16]3[N:17]=[C:18]([CH:35]=[O:36])[NH:19][C:20]=3[C:21]3[CH:22]=[CH:23][CH:24]=[CH:25][CH:26]=3)[CH:14]=[CH:15][C:10]=2[N:9]=[C:8]1[NH2:37])(=[O:5])=[O:6])([CH3:3])[CH3:2]. The catalyst class is: 40. (6) Reactant: [Br:1][C:2]1[C:3]([CH3:33])=[C:4]([CH2:17][CH:18]([N+:30]([O-:32])=[O:31])[C:19]([CH3:29])([CH3:28])[CH2:20][C:21](=[O:27])[CH:22]([O:25][CH3:26])[O:23][CH3:24])[N:5](S(C2C=CC(C)=CC=2)(=O)=O)[CH:6]=1.CCCC[N+](CCCC)(CCCC)CCCC.[F-].C([O-])(O)=O.[Na+]. Product: [Br:1][C:2]1[C:3]([CH3:33])=[C:4]([CH2:17][CH:18]([N+:30]([O-:32])=[O:31])[C:19]([CH3:29])([CH3:28])[CH2:20][C:21](=[O:27])[CH:22]([O:25][CH3:26])[O:23][CH3:24])[NH:5][CH:6]=1. The catalyst class is: 13.